Dataset: Full USPTO retrosynthesis dataset with 1.9M reactions from patents (1976-2016). Task: Predict the reactants needed to synthesize the given product. (1) Given the product [NH:8]1[CH2:9][CH:10]([C:12]2[CH:17]=[C:16]([Cl:18])[C:15]([C:19]3[S:20][C:21]4[C:22]([NH:28][C:29]5[CH:34]=[C:33]([CH3:35])[N:32]=[CH:31][N:30]=5)=[N:23][CH:24]=[CH:25][C:26]=4[N:27]=3)=[C:14]([Cl:36])[CH:13]=2)[CH2:11]1, predict the reactants needed to synthesize it. The reactants are: C(OC([N:8]1[CH2:11][CH:10]([C:12]2[CH:17]=[C:16]([Cl:18])[C:15]([C:19]3[S:20][C:21]4[C:22]([NH:28][C:29]5[CH:34]=[C:33]([CH3:35])[N:32]=[CH:31][N:30]=5)=[N:23][CH:24]=[CH:25][C:26]=4[N:27]=3)=[C:14]([Cl:36])[CH:13]=2)[CH2:9]1)=O)(C)(C)C.C(OC(N1CC(C2C=C(Cl)C(C3SC4C(Cl)=NC=CC=4N=3)=C(Cl)C=2)C1)=O)(C)(C)C.CC1N=CN=C(N)C=1.CC1(C)C2C(=C(P(C3C=CC=CC=3)C3C=CC=CC=3)C=CC=2)OC2C(P(C3C=CC=CC=3)C3C=CC=CC=3)=CC=CC1=2.C([O-])([O-])=O.[Cs+].[Cs+]. (2) The reactants are: [C:1]([O:7][CH2:8][C:9]([CH3:24])([CH3:23])[CH2:10][N:11]1[CH:20]=[CH:19][C:18]2[C:13](=[CH:14][CH:15]=[C:16]([Br:21])[CH:17]=2)[C:12]1=[O:22])(=[O:6])[C:2]([CH3:5])([CH3:4])[CH3:3].O=P(Cl)(Cl)Cl.CN([CH:33]=[O:34])C. Given the product [C:1]([O:7][CH2:8][C:9]([CH3:24])([CH3:23])[CH2:10][N:11]1[CH:20]=[C:19]([CH:33]=[O:34])[C:18]2[C:13](=[CH:14][CH:15]=[C:16]([Br:21])[CH:17]=2)[C:12]1=[O:22])(=[O:6])[C:2]([CH3:4])([CH3:5])[CH3:3], predict the reactants needed to synthesize it. (3) Given the product [F:9][C:10]1[CH:11]=[C:12]([C:2]2[C:3]([CH3:8])=[N:4][O:5][C:6]=2[CH3:7])[CH:13]=[C:14]([F:16])[CH:15]=1, predict the reactants needed to synthesize it. The reactants are: Br[C:2]1[C:3]([CH3:8])=[N:4][O:5][C:6]=1[CH3:7].[F:9][C:10]1[CH:11]=[C:12](B(O)O)[CH:13]=[C:14]([F:16])[CH:15]=1.C(Cl)Cl.C(=O)([O-])[O-].[Na+].[Na+]. (4) Given the product [CH3-:1].[CH3:1][C:2]1[C:7]([CH3:8])=[CH:6][C:5]2[N:9]([C@H:12]3[O:16][C@H:15]([CH2:17][OH:18])[C@@H:14]([O:19][P:20]([O:23][CH:24]([CH2:26][NH:27][C:28]([CH2:30][CH2:31][C@@:32]4([CH3:89])[C:48]5=[N:49][C@@H:34]([C@:35]6([CH3:84])[N-:73][C:38](=[C:39]([CH3:72])[C:40]7[C@:61]([CH2:63][C:64]([NH2:66])=[O:65])([CH3:62])[C@H:60]([CH2:67][CH2:68][C:69]([NH2:71])=[O:70])[C:42](=[CH:43][C:44]8[C:52]([CH3:54])([CH3:53])[C@H:51]([CH2:55][CH2:56][C:57]([NH2:59])=[O:58])[C:46](=[C:47]5[CH3:50])[N:45]=8)[N:41]=7)[C@@H:37]([CH2:74][CH2:75][C:76]([NH2:78])=[O:77])[C@@:36]6([CH2:80][C:81]([NH2:83])=[O:82])[CH3:79])[C@@H:33]4[CH2:85][C:86]([NH2:88])=[O:87])=[O:29])[CH3:25])([O-:22])=[O:21])[C@H:13]3[OH:90])[CH:10]=[N:11][C:4]=2[CH:3]=1.[Co+3:105], predict the reactants needed to synthesize it. The reactants are: [CH3:1][C:2]1[C:7]([CH3:8])=[CH:6][C:5]2[N:9]([C@H:12]3[O:16][C@H:15]([CH2:17][OH:18])[C@@H:14]([O:19][P:20]([O:23][C@@H:24]([CH2:26][NH:27][C:28]([CH2:30][CH2:31][C@@:32]4([CH3:89])[C:48]5=[N:49][C@@H:34]([C@:35]6([CH3:84])[N-:73][C:38](=[C:39]([CH3:72])[C:40]7[C@:61]([CH2:63][C:64]([NH2:66])=[O:65])([CH3:62])[C@H:60]([CH2:67][CH2:68][C:69]([NH2:71])=[O:70])[C:42](=[CH:43][C:44]8[C:52]([CH3:54])([CH3:53])[C@H:51]([CH2:55][CH2:56][C:57]([NH2:59])=[O:58])[C:46](=[C:47]5[CH3:50])[N:45]=8)[N:41]=7)[C@@H:37]([CH2:74][CH2:75][C:76]([NH2:78])=[O:77])[C@@:36]6([CH2:80][C:81]([NH2:83])=[O:82])[CH3:79])[C@@H:33]4[CH2:85][C:86]([NH2:88])=[O:87])=[O:29])[CH3:25])([O-:22])=[O:21])[C@H:13]3[OH:90])[CH:10]=[N:11][C:4]=2[CH:3]=1.[C-]#N.[Co+3].[Br-].C[S+](C)C.O.O.O.O.O.O.[Co:105](Cl)Cl.[BH4-].[Na+].[OH-].[Na+]. (5) Given the product [NH:31]1[C:39]2[C:34](=[CH:35][C:36]([C:2]3[CH:3]=[C:4]([CH2:8][C:9]([P:11](=[O:20])([O:16][CH:17]([CH3:19])[CH3:18])[O:12][CH:13]([CH3:14])[CH3:15])([P:21](=[O:30])([O:22][CH:23]([CH3:25])[CH3:24])[O:26][CH:27]([CH3:29])[CH3:28])[F:10])[CH:5]=[N:6][CH:7]=3)=[CH:37][CH:38]=2)[CH:33]=[N:32]1, predict the reactants needed to synthesize it. The reactants are: Br[C:2]1[CH:3]=[C:4]([CH2:8][C:9]([P:21](=[O:30])([O:26][CH:27]([CH3:29])[CH3:28])[O:22][CH:23]([CH3:25])[CH3:24])([P:11](=[O:20])([O:16][CH:17]([CH3:19])[CH3:18])[O:12][CH:13]([CH3:15])[CH3:14])[F:10])[CH:5]=[N:6][CH:7]=1.[NH:31]1[C:39]2[C:34](=[CH:35][C:36](B(O)O)=[CH:37][CH:38]=2)[CH:33]=[N:32]1.C(=O)([O-])[O-].[K+].[K+]. (6) Given the product [CH2:1]([N:5]([CH3:6])[C:11]([NH:12][CH:13]([CH3:15])[CH3:14])=[N:10][CH:7]([CH3:9])[CH3:8])[CH2:2][CH2:3][CH3:4], predict the reactants needed to synthesize it. The reactants are: [CH2:1]([NH:5][CH3:6])[CH2:2][CH2:3][CH3:4].[CH:7]([N:10]=[C:11]=[N:12][CH:13]([CH3:15])[CH3:14])([CH3:9])[CH3:8].